This data is from Full USPTO retrosynthesis dataset with 1.9M reactions from patents (1976-2016). The task is: Predict the reactants needed to synthesize the given product. (1) Given the product [Cl:18][C:12]1[C:13]([Cl:17])=[CH:14][CH:15]=[CH:16][C:11]=1[C:9]1[N:8]=[C:7]([NH2:19])[N:6]=[C:5]([NH:3][CH2:1][CH3:2])[CH:10]=1, predict the reactants needed to synthesize it. The reactants are: [CH2:1]([NH2:3])[CH3:2].Cl[C:5]1[CH:10]=[C:9]([C:11]2[CH:16]=[CH:15][CH:14]=[C:13]([Cl:17])[C:12]=2[Cl:18])[N:8]=[C:7]([NH2:19])[N:6]=1. (2) Given the product [CH2:3]([O:5][C:6](=[O:14])[C:7]1[CH:12]=[CH:11][C:10]([O:13][CH2:25][CH2:24][CH2:23][CH2:22][CH2:21][CH2:20][CH2:19][CH2:18][CH2:17][CH2:16][Br:15])=[CH:9][CH:8]=1)[CH3:4], predict the reactants needed to synthesize it. The reactants are: [H-].[Na+].[CH2:3]([O:5][C:6](=[O:14])[C:7]1[CH:12]=[CH:11][C:10]([OH:13])=[CH:9][CH:8]=1)[CH3:4].[Br:15][CH2:16][CH2:17][CH2:18][CH2:19][CH2:20][CH2:21][CH2:22][CH2:23][CH2:24][CH2:25]Br. (3) Given the product [CH:40]1([CH2:39][N:15]2[C:16]([CH3:29])=[C:17]([CH2:18][C:19]3[CH:24]=[CH:23][C:22]([O:25][CH:26]([CH3:27])[CH3:28])=[CH:21][CH:20]=3)[C:13]([O:12][C@@H:1]3[O:9][C@H:8]([CH2:10][OH:11])[C@@H:6]([OH:7])[C@H:4]([OH:5])[C@H:2]3[OH:3])=[N:14]2)[CH2:42][CH2:41]1, predict the reactants needed to synthesize it. The reactants are: [C@@H:1]1([O:12][C:13]2[C:17]([CH2:18][C:19]3[CH:24]=[CH:23][C:22]([O:25][CH:26]([CH3:28])[CH3:27])=[CH:21][CH:20]=3)=[C:16]([CH3:29])[NH:15][N:14]=2)[O:9][C@H:8]([CH2:10][OH:11])[C@@H:6]([OH:7])[C@H:4]([OH:5])[C@H:2]1[OH:3].C(=O)([O-])[O-].[Cs+].[Cs+].[I-].[Na+].Br[CH2:39][CH:40]1[CH2:42][CH2:41]1. (4) Given the product [CH2:1]([NH:8][N:9]1[C:21]2[C:20]3[CH:19]=[CH:18][CH:17]=[CH:16][C:15]=3[N:14]=[C:13]([NH2:27])[C:12]=2[N:11]=[C:10]1[CH2:23][O:24][CH2:25][CH3:26])[C:2]1[CH:7]=[CH:6][CH:5]=[CH:4][CH:3]=1, predict the reactants needed to synthesize it. The reactants are: [CH2:1]([NH:8][N:9]1[C:21]2[C:20]3[CH:19]=[CH:18][CH:17]=[CH:16][C:15]=3[N+:14]([O-])=[CH:13][C:12]=2[N:11]=[C:10]1[CH2:23][O:24][CH2:25][CH3:26])[C:2]1[CH:7]=[CH:6][CH:5]=[CH:4][CH:3]=1.[NH4+:27].[OH-].C1(C)C=CC(S(Cl)(=O)=O)=CC=1.O. (5) Given the product [CH2:12]([O:19][C:20]([N:22]1[CH2:27][CH2:26][CH2:25][C:24](=[O:28])[CH2:23]1)=[O:21])[C:13]1[CH:18]=[CH:17][CH:16]=[CH:15][CH:14]=1, predict the reactants needed to synthesize it. The reactants are: C(N(CC)CC)C.CS(C)=O.[CH2:12]([O:19][C:20]([N:22]1[CH2:27][CH2:26][CH2:25][CH:24]([OH:28])[CH2:23]1)=[O:21])[C:13]1[CH:18]=[CH:17][CH:16]=[CH:15][CH:14]=1.